From a dataset of Reaction yield outcomes from USPTO patents with 853,638 reactions. Predict the reaction yield, written as a fraction of the theoretical maximum amount of product (1.0 means a 100% yield; for example, 0.34 means a 34% yield). (1) The reactants are C(N=C=S)(=O)OCC.[NH2:9][C:10]1[N:15]=[C:14]([C:16]([O:18][CH3:19])=[O:17])[CH:13]=[CH:12][CH:11]=1.[NH2:20][C:21]([NH2:23])=S.C(N(CC)CC)C.Cl.NO. The catalyst is O1CCOCC1.C(OCC)(=O)C. The product is [NH2:23][C:21]1[N:9]=[C:10]2[CH:11]=[CH:12][CH:13]=[C:14]([C:16]([O:18][CH3:19])=[O:17])[N:15]2[N:20]=1. The yield is 0.298. (2) The reactants are [C:1]([Cl:6])(=O)[C:2](Cl)=[O:3].[ClH:7].[CH:8]1([C@H:11]([NH:15][CH2:16][C:17]#[N:18])[CH2:12][O:13][CH3:14])[CH2:10][CH2:9]1. The catalyst is O1CCOCC1.C(Cl)Cl. The product is [Cl:6][C:1]1[C:2](=[O:3])[N:15]([C@@H:11]([CH:8]2[CH2:10][CH2:9]2)[CH2:12][O:13][CH3:14])[CH:16]=[C:17]([Cl:7])[N:18]=1. The yield is 0.690. (3) The reactants are B(Br)(Br)Br.C[O:6][C:7]1[CH:8]=[C:9]2[C:14](=[CH:15][CH:16]=1)[C:13]([C:17]([C:19]1[CH:24]=[CH:23][C:22]([O:25][CH2:26][CH2:27][N:28]3[CH2:33][CH2:32][CH2:31][CH2:30][CH2:29]3)=[CH:21][CH:20]=1)=[O:18])=[C:12]([CH2:34][C:35]1[CH:40]=[CH:39][CH:38]=[CH:37][C:36]=1[O:41]C)[CH:11]=[CH:10]2. The catalyst is C(Cl)Cl. The product is [OH:6][C:7]1[CH:8]=[C:9]2[C:14](=[CH:15][CH:16]=1)[C:13]([C:17]([C:19]1[CH:20]=[CH:21][C:22]([O:25][CH2:26][CH2:27][N:28]3[CH2:29][CH2:30][CH2:31][CH2:32][CH2:33]3)=[CH:23][CH:24]=1)=[O:18])=[C:12]([CH2:34][C:35]1[CH:40]=[CH:39][CH:38]=[CH:37][C:36]=1[OH:41])[CH:11]=[CH:10]2. The yield is 0.260. (4) The reactants are [C:1]([C:5]1[CH:10]=[CH:9][C:8]([S:11]([NH:14][CH2:15][C:16]([C:18]2[CH:23]=[CH:22][C:21]([O:24][CH3:25])=[CH:20][CH:19]=2)=[O:17])(=[O:13])=[O:12])=[CH:7][CH:6]=1)([CH3:4])([CH3:3])[CH3:2].[C:26]([O-])([O-])=O.[K+].[K+].IC. The catalyst is CC(C)=O. The product is [C:1]([C:5]1[CH:6]=[CH:7][C:8]([S:11]([N:14]([CH2:15][C:16]([C:18]2[CH:19]=[CH:20][C:21]([O:24][CH3:25])=[CH:22][CH:23]=2)=[O:17])[CH3:26])(=[O:13])=[O:12])=[CH:9][CH:10]=1)([CH3:4])([CH3:2])[CH3:3]. The yield is 0.456. (5) The reactants are Br[C:2]1[CH:7]=[C:6]([N+:8]([O-:10])=[O:9])[CH:5]=[CH:4][C:3]=1[NH:11][CH3:12].CCN(CC)CC.[CH3:20][C:21]([CH3:25])([CH3:24])[C:22]#[CH:23].N#N. The catalyst is C1(C)C=CC=CC=1.O.Cl[Pd](Cl)([P](C1C=CC=CC=1)(C1C=CC=CC=1)C1C=CC=CC=1)[P](C1C=CC=CC=1)(C1C=CC=CC=1)C1C=CC=CC=1.[Cu]I. The product is [CH3:20][C:21]([CH3:25])([CH3:24])[C:22]#[C:23][C:2]1[CH:7]=[C:6]([N+:8]([O-:10])=[O:9])[CH:5]=[CH:4][C:3]=1[NH:11][CH3:12]. The yield is 0.940. (6) The reactants are [NH2:1][CH:2]([CH2:12][C:13]1[CH:18]=[CH:17][C:16]([C:19]([F:22])([F:21])[F:20])=[CH:15][CH:14]=1)[CH:3]([C:5]1[CH:10]=[CH:9][CH:8]=[CH:7][C:6]=1[F:11])[OH:4].[F:23][C:24]1[C:33]2[C:28](=[CH:29][CH:30]=[CH:31][CH:32]=2)[C:27]([C:34](O)=[O:35])=[CH:26][CH:25]=1.Cl.C(N=C=NCCCN(C)C)C.ON1C2C=CC=CC=2N=N1. The catalyst is C(#N)C.O. The product is [F:23][C:24]1[C:33]2[C:28](=[CH:29][CH:30]=[CH:31][CH:32]=2)[C:27]([C:34]([NH:1][CH:2]([CH2:12][C:13]2[CH:18]=[CH:17][C:16]([C:19]([F:22])([F:20])[F:21])=[CH:15][CH:14]=2)[CH:3]([C:5]2[CH:10]=[CH:9][CH:8]=[CH:7][C:6]=2[F:11])[OH:4])=[O:35])=[CH:26][CH:25]=1. The yield is 0.670. (7) The reactants are [Cl:1][C:2]1[C:3]([O:12][C:13]2[CH:18]=[C:17]([O:19][CH2:20][CH2:21][O:22][CH3:23])[CH:16]=[CH:15][C:14]=2[CH2:24][CH2:25][CH2:26][OH:27])=[N:4][CH:5]=[C:6]([C:8]([F:11])([F:10])[F:9])[CH:7]=1.CN[CH2:30][CH2:31][CH2:32]C.O.[CH3:35][N:36]([CH3:39])[CH:37]=[O:38]. No catalyst specified. The product is [CH2:35]([N:36]([CH3:39])[C:37](=[O:38])[O:27][CH2:26][CH2:25][CH2:24][C:14]1[CH:15]=[CH:16][C:17]([O:19][CH2:20][CH2:21][O:22][CH3:23])=[CH:18][C:13]=1[O:12][C:3]1[C:2]([Cl:1])=[CH:7][C:6]([C:8]([F:9])([F:11])[F:10])=[CH:5][N:4]=1)[CH2:30][CH2:31][CH3:32]. The yield is 0.730. (8) The reactants are [ClH:1].C(OC([NH:9][C@@H:10]([C@@H:46]([CH3:49])[CH2:47][CH3:48])[C:11]([N:13]([C@@H:15]([CH:43]([CH3:45])[CH3:44])[CH2:16][C@H:17]([C:19]1[S:20][CH:21]=[C:22]([C:24]([NH:26][C@@H:27]([CH2:36][C:37]2[CH:42]=[CH:41][CH:40]=[CH:39][CH:38]=2)[CH2:28][C@H:29]([CH3:35])[C:30]([O:32][CH2:33][CH3:34])=[O:31])=[O:25])[N:23]=1)[OH:18])[CH3:14])=[O:12])=O)(C)(C)C. The catalyst is O1CCOCC1. The product is [ClH:1].[NH2:9][C@@H:10]([C@@H:46]([CH3:49])[CH2:47][CH3:48])[C:11]([N:13]([C@@H:15]([CH:43]([CH3:45])[CH3:44])[CH2:16][C@H:17]([C:19]1[S:20][CH:21]=[C:22]([C:24]([NH:26][C@@H:27]([CH2:36][C:37]2[CH:38]=[CH:39][CH:40]=[CH:41][CH:42]=2)[CH2:28][C@H:29]([CH3:35])[C:30]([O:32][CH2:33][CH3:34])=[O:31])=[O:25])[N:23]=1)[OH:18])[CH3:14])=[O:12]. The yield is 1.00. (9) The reactants are [Cl:1][C:2]1[CH:3]=[C:4]([C@:9]23[CH2:14][C@H:13]2[CH2:12][C:11](=O)[CH2:10]3)[CH:5]=[CH:6][C:7]=1[Cl:8].C([O-])(=O)C.[NH4+].C([BH3-])#[N:22].[Na+].C(OCC)(=O)C.CO.C(N(CC)CC)C. The catalyst is CO. The product is [Cl:1][C:2]1[CH:3]=[C:4]([C@:9]23[CH2:14][C@H:13]2[CH2:12][CH:11]([NH2:22])[CH2:10]3)[CH:5]=[CH:6][C:7]=1[Cl:8]. The yield is 0.990.